This data is from Forward reaction prediction with 1.9M reactions from USPTO patents (1976-2016). The task is: Predict the product of the given reaction. (1) Given the reactants [CH3:1][N:2]1[CH2:7][CH2:6][CH2:5][CH2:4][C:3]1=O.[CH3:9][I:10].CC[O:13][CH2:14][CH3:15], predict the reaction product. The product is: [I-:10].[CH3:9][N+:2]1([CH3:1])[CH:7]2[CH2:6][CH2:5][CH:4]1[CH2:3][C:14](=[O:13])[CH2:15]2. (2) Given the reactants Br[C:2]1[CH:3]=[C:4]([C@H:9]([CH:14]2[CH2:17][N:16]([C@@H:18]([C:30]3[CH:35]=[CH:34][C:33]([Cl:36])=[CH:32][CH:31]=3)[C:19]3[CH:20]=[C:21]([CH:27]=[CH:28][CH:29]=3)[C:22]([O:24][CH2:25][CH3:26])=[O:23])[CH2:15]2)[C:10]([F:13])([CH3:12])[CH3:11])[CH:5]=[C:6]([F:8])[CH:7]=1.[CH3:37][N:38](C=O)C, predict the reaction product. The product is: [Cl:36][C:33]1[CH:34]=[CH:35][C:30]([C@H:18]([N:16]2[CH2:17][CH:14]([C@@H:9]([C:4]3[CH:5]=[C:6]([F:8])[CH:7]=[C:2]([C:37]#[N:38])[CH:3]=3)[C:10]([F:13])([CH3:12])[CH3:11])[CH2:15]2)[C:19]2[CH:20]=[C:21]([CH:27]=[CH:28][CH:29]=2)[C:22]([O:24][CH2:25][CH3:26])=[O:23])=[CH:31][CH:32]=1. (3) Given the reactants [F:1][C:2]1([F:9])[CH2:7][CH2:6][C:5](=O)[CH2:4][CH2:3]1.[C:10]([CH:15]=P(C1C=CC=CC=1)(C1C=CC=CC=1)C1C=CC=CC=1)([O:12][CH2:13][CH3:14])=[O:11], predict the reaction product. The product is: [F:1][C:2]1([F:9])[CH2:7][CH2:6][C:5](=[CH:15][C:10]([O:12][CH2:13][CH3:14])=[O:11])[CH2:4][CH2:3]1. (4) The product is: [Cl:1][CH2:42][CH2:41][CH2:40][C:39]([NH:25][C:21]1[CH:22]=[CH:23][CH:24]=[C:19]([C:16]2[CH:17]=[CH:18][C:12]3[O:11][C:10]([C:5]4[CH:6]=[C:7]([Cl:9])[CH:8]=[C:3]([Cl:2])[CH:4]=4)([C:26]([F:28])([F:29])[F:27])[CH2:14][C:13]=3[CH:15]=2)[CH:20]=1)=[O:38]. Given the reactants [Cl-:1].[Cl:2][C:3]1[CH:4]=[C:5]([C:10]2([C:26]([F:29])([F:28])[F:27])[CH2:14][C:13]3[CH:15]=[C:16]([C:19]4[CH:20]=[C:21]([NH2:25])[CH:22]=[CH:23][CH:24]=4)[CH:17]=[CH:18][C:12]=3[O:11]2)[CH:6]=[C:7]([Cl:9])[CH:8]=1.CCN(CC)CC.O.[O:38]1[CH2:42][CH2:41][CH2:40][CH2:39]1, predict the reaction product. (5) The product is: [N+:21]([C:18]1[CH:19]=[C:20]2[C:15](=[CH:16][CH:17]=1)[NH:14][N:13]=[C:12]2[C:2]1[O:1][CH:5]=[CH:4][N:3]=1)([O-:23])=[O:22]. Given the reactants [O:1]1[CH:5]=[CH:4][N:3]=[CH:2]1.[Li]CCCC.I[C:12]1[C:20]2[C:15](=[CH:16][CH:17]=[C:18]([N+:21]([O-:23])=[O:22])[CH:19]=2)[NH:14][N:13]=1, predict the reaction product. (6) The product is: [CH3:19][C:20]1[CH:25]=[CH:24][CH:23]=[CH:22][C:21]=1[NH:26][C:27](=[O:41])[NH:28][C:29]1[CH:34]=[CH:33][C:32]([CH2:35][C:36]([N:6]2[C@H:2]([CH3:1])[CH2:3][CH2:4][C@H:5]2[CH2:7][O:8][C:9]2[CH:18]=[CH:17][C:12]([C:13]([O:15][CH3:16])=[O:14])=[CH:11][CH:10]=2)=[O:37])=[CH:31][C:30]=1[O:39][CH3:40]. Given the reactants [CH3:1][C@H:2]1[NH:6][C@H:5]([CH2:7][O:8][C:9]2[CH:18]=[CH:17][C:12]([C:13]([O:15][CH3:16])=[O:14])=[CH:11][CH:10]=2)[CH2:4][CH2:3]1.[CH3:19][C:20]1[CH:25]=[CH:24][CH:23]=[CH:22][C:21]=1[NH:26][C:27](=[O:41])[NH:28][C:29]1[CH:34]=[CH:33][C:32]([CH2:35][C:36](O)=[O:37])=[CH:31][C:30]=1[O:39][CH3:40].CCN=C=NCCCN(C)C.Cl.O, predict the reaction product. (7) The product is: [Br:4][C:5]1[CH:11]=[CH:10][C:8]([NH:9][C:2]#[N:1])=[CH:7][C:6]=1[CH3:12]. Given the reactants [N:1]#[C:2]Br.[Br:4][C:5]1[CH:11]=[CH:10][C:8]([NH2:9])=[CH:7][C:6]=1[CH3:12], predict the reaction product.